From a dataset of Catalyst prediction with 721,799 reactions and 888 catalyst types from USPTO. Predict which catalyst facilitates the given reaction. (1) Reactant: [NH:1]1[C:9]2[C:4](=[CH:5][C:6]([NH:10][C:11]3[C:20]4[C:15](=[CH:16][CH:17]=[CH:18][CH:19]=4)[N:14]=[C:13]([C:21]4[CH:22]=[C:23]([CH:29]=[CH:30][CH:31]=4)[O:24][CH2:25][C:26](O)=[O:27])[N:12]=3)=[CH:7][CH:8]=2)[CH:3]=[N:2]1.C1CN([P+](ON2N=NC3C=CC=CC2=3)(N2CCCC2)N2CCCC2)CC1.F[P-](F)(F)(F)(F)F.CCN(C(C)C)C(C)C.[CH3:74][N:75]1[CH2:80][CH2:79][CH:78]([NH2:81])[CH2:77][CH2:76]1. Product: [NH:1]1[C:9]2[C:4](=[CH:5][C:6]([NH:10][C:11]3[C:20]4[C:15](=[CH:16][CH:17]=[CH:18][CH:19]=4)[N:14]=[C:13]([C:21]4[CH:22]=[C:23]([CH:29]=[CH:30][CH:31]=4)[O:24][CH2:25][C:26]([NH:81][CH:78]4[CH2:79][CH2:80][N:75]([CH3:74])[CH2:76][CH2:77]4)=[O:27])[N:12]=3)=[CH:7][CH:8]=2)[CH:3]=[N:2]1. The catalyst class is: 59. (2) Reactant: [OH-].[Na+].[Cl:3][C:4]1[CH:5]=[C:6]([N:15]([CH2:23][CH3:24])[C@H:16]2[C@H:20]([O:21][CH3:22])[CH2:19][O:18][CH2:17]2)[C:7]([CH3:14])=[C:8]([CH:13]=1)[C:9]([O:11]C)=[O:10]. Product: [Cl:3][C:4]1[CH:5]=[C:6]([N:15]([CH2:23][CH3:24])[C@H:16]2[C@H:20]([O:21][CH3:22])[CH2:19][O:18][CH2:17]2)[C:7]([CH3:14])=[C:8]([CH:13]=1)[C:9]([OH:11])=[O:10]. The catalyst class is: 14. (3) Reactant: [NH2:1][C:2]1[N:6]([CH2:7][CH3:8])[N:5]=[CH:4][CH:3]=1.[CH2:9]([O:11][C:12](=[O:23])[C:13](=[CH:19]OCC)[C:14]([O:16][CH2:17][CH3:18])=[O:15])[CH3:10].O. Product: [CH2:7]([N:6]1[C:2]([NH:1][CH:19]=[C:13]([C:12]([O:11][CH2:9][CH3:10])=[O:23])[C:14]([O:16][CH2:17][CH3:18])=[O:15])=[CH:3][CH:4]=[N:5]1)[CH3:8]. The catalyst class is: 13. (4) Reactant: [Cl:1][CH2:2][CH2:3][CH2:4][C:5](Cl)=[O:6].C(N(CC)CC)C.[CH3:15][C@@:16]12[C@H:26]3[C@@H:27]([OH:40])[CH2:28][C@:29]4([CH3:39])[C@@:33]([OH:38])([C:34]([CH2:36][OH:37])=[O:35])[CH2:32][CH2:31][C@H:30]4[C@@H:25]3[CH2:24][CH2:23][C:22]1=[CH:21][C:19](=[O:20])[CH2:18][CH2:17]2. Product: [CH3:15][C@@:16]12[C@H:26]3[C@@H:27]([OH:40])[CH2:28][C@:29]4([CH3:39])[C@@:33]([OH:38])([C:34]([CH2:36][OH:37])=[O:35])[CH2:32][CH2:31][C@H:30]4[C@@H:25]3[CH2:24][CH2:23][C:22]1=[CH:21][C:19](=[O:20])[CH2:18][CH2:17]2.[Cl:1][CH2:2][CH2:3][CH2:4][C:5]([O-:6])=[O:20]. The catalyst class is: 22. (5) Reactant: [Cl:1][C:2]1[C:7]([Cl:8])=[CH:6][CH:5]=[CH:4][C:3]=1[S:9]([NH:12][C:13]1[N:14]=[CH:15][C:16]([S:21][CH2:22][C@@H:23]([C:25]([O:27]C)=[O:26])[NH2:24])=[N:17][C:18]=1[O:19][CH3:20])(=[O:11])=[O:10].[OH-].[Li+].Cl. Product: [Cl:1][C:2]1[C:7]([Cl:8])=[CH:6][CH:5]=[CH:4][C:3]=1[S:9]([NH:12][C:13]1[N:14]=[CH:15][C:16]([S:21][CH2:22][C@@H:23]([C:25]([OH:27])=[O:26])[NH2:24])=[N:17][C:18]=1[O:19][CH3:20])(=[O:11])=[O:10]. The catalyst class is: 30. (6) Reactant: [CH2:1]([C:8]1[CH:13]=[CH:12][C:11]([C:14]2[CH:22]=[CH:21][C:17]([C:18]([OH:20])=[O:19])=[CH:16][CH:15]=2)=[CH:10][CH:9]=1)[CH2:2][CH2:3][CH2:4][CH2:5][CH2:6][CH3:7].[F:23][C:24]1[CH:25]=[C:26](O)[CH:27]=[C:28]([F:31])[C:29]=1[F:30].ClCCl.Cl.C(N=C=NCCCN(C)C)C. Product: [CH2:1]([C:8]1[CH:13]=[CH:12][C:11]([C:14]2[CH:22]=[CH:21][C:17]([C:18]([O:20][C:26]3[CH:25]=[C:24]([F:23])[C:29]([F:30])=[C:28]([F:31])[CH:27]=3)=[O:19])=[CH:16][CH:15]=2)=[CH:10][CH:9]=1)[CH2:2][CH2:3][CH2:4][CH2:5][CH2:6][CH3:7]. The catalyst class is: 777.